From a dataset of Reaction yield outcomes from USPTO patents with 853,638 reactions. Predict the reaction yield, written as a fraction of the theoretical maximum amount of product (1.0 means a 100% yield; for example, 0.34 means a 34% yield). (1) The reactants are O[C:2]1[N:3]=[C:4]2[CH:12]=[C:11](/[CH:13]=[CH:14]/[C:15]3[S:16][CH:17]=[C:18]([CH:20]([CH3:22])[CH3:21])[N:19]=3)[CH:10]=[CH:9][N:5]2[C:6](=[O:8])[CH:7]=1.CN(C)C=O.C1(C)C=CC(S(Cl)(=O)=O)=CC=1.[OH:39][CH:40]1[CH2:45][CH2:44][CH2:43][NH:42][CH2:41]1. The catalyst is O1CCCC1.CN(C)C1C=CN=CC=1. The product is [OH:39][CH:40]1[CH2:45][CH2:44][CH2:43][N:42]([C:2]2[N:3]=[C:4]3[CH:12]=[C:11](/[CH:13]=[CH:14]/[C:15]4[S:16][CH:17]=[C:18]([CH:20]([CH3:22])[CH3:21])[N:19]=4)[CH:10]=[CH:9][N:5]3[C:6](=[O:8])[CH:7]=2)[CH2:41]1. The yield is 0.680. (2) The reactants are Br[C:2]1[NH:3][C:4]2[C:9]([N:10]=1)=[C:8]([NH:11][CH2:12][CH2:13][CH2:14][NH:15][CH3:16])[N:7]=[CH:6][N:5]=2.[OH2:17].[OH-].[Na+].[C:20](=O)([O:26]C(C)(C)C)[O:21][C:22]([CH3:25])([CH3:24])[CH3:23]. The catalyst is Cl.O1CCCC1. The product is [C:22]([O:21][C:20](=[O:26])[N:15]([CH3:16])[CH2:14][CH2:13][CH2:12][NH:11][C:8]1[N:7]=[CH:6][N:5]=[C:4]2[C:9]=1[NH:10][C:2](=[O:17])[NH:3]2)([CH3:25])([CH3:24])[CH3:23]. The yield is 0.930. (3) The reactants are [OH-].[Na+].C[O:4][C:5](=[O:22])[C:6]1[CH:11]=[CH:10][C:9]([O:12][CH2:13][C:14]2[CH:19]=[CH:18][CH:17]=[CH:16][CH:15]=2)=[C:8]([O:20][CH3:21])[CH:7]=1. The catalyst is CO. The product is [CH2:13]([O:12][C:9]1[CH:10]=[CH:11][C:6]([C:5]([OH:22])=[O:4])=[CH:7][C:8]=1[O:20][CH3:21])[C:14]1[CH:15]=[CH:16][CH:17]=[CH:18][CH:19]=1. The yield is 0.740. (4) The catalyst is CN(C)C=O. The yield is 0.850. The product is [CH3:32][S:33][CH2:2][C:3]([NH:5][C:6]1[CH:11]=[CH:10][CH:9]=[C:8]([C:12]2[C:21]3[C:16](=[CH:17][C:18]([O:27][CH3:28])=[C:19]4[O:24][C:23]([CH3:26])([CH3:25])[CH2:22][C:20]4=3)[CH2:15][C:14]([CH3:30])([CH3:29])[N:13]=2)[CH:7]=1)=[O:4]. The reactants are Cl[CH2:2][C:3]([NH:5][C:6]1[CH:11]=[CH:10][CH:9]=[C:8]([C:12]2[C:21]3[C:16](=[CH:17][C:18]([O:27][CH3:28])=[C:19]4[O:24][C:23]([CH3:26])([CH3:25])[CH2:22][C:20]4=3)[CH2:15][C:14]([CH3:30])([CH3:29])[N:13]=2)[CH:7]=1)=[O:4].[Na].[CH3:32][SH:33].O. (5) The reactants are CN(C(ON1N=NC2C=CC=CC1=2)=[N+](C)C)C.F[P-](F)(F)(F)(F)F.Cl.Cl.[CH3:27][C@H:28]1[C:36]2[C:35]([N:37]3[CH2:42][CH2:41][NH:40][CH2:39][CH2:38]3)=[N:34][CH:33]=[N:32][C:31]=2[CH2:30][CH2:29]1.[C:43]([O:47][C:48]([NH:50][C:51]([CH3:65])([CH3:64])[CH2:52][CH:53]([C:57]1[CH:62]=[CH:61][C:60]([Cl:63])=[CH:59][CH:58]=1)[C:54](O)=[O:55])=[O:49])([CH3:46])([CH3:45])[CH3:44].CCN(C(C)C)C(C)C. The catalyst is C(Cl)Cl.C([O-])([O-])=O.[Na+].[Na+].CC(=O)OCC. The product is [Cl:63][C:60]1[CH:59]=[CH:58][C:57]([C@H:53]([C:54]([N:40]2[CH2:41][CH2:42][N:37]([C:35]3[C:36]4[CH:28]([CH3:27])[CH2:29][CH2:30][C:31]=4[N:32]=[CH:33][N:34]=3)[CH2:38][CH2:39]2)=[O:55])[CH2:52][C:51]([NH:50][C:48](=[O:49])[O:47][C:43]([CH3:45])([CH3:44])[CH3:46])([CH3:65])[CH3:64])=[CH:62][CH:61]=1. The yield is 0.950. (6) The reactants are I[C:2]1[N:14]([S:15]([C:18]2[CH:24]=[CH:23][C:21]([CH3:22])=[CH:20][CH:19]=2)(=[O:17])=[O:16])[C:5]2=[N:6][CH:7]=[C:8]3[CH:12]=[N:11][N:10]([CH3:13])[C:9]3=[C:4]2[CH:3]=1.[CH3:25][O:26][C:27]1[CH:28]=[C:29]2[C:33](=[CH:34][CH:35]=1)[N:32]([C:36]([O:38][C:39]([CH3:42])([CH3:41])[CH3:40])=[O:37])[CH:31]=[C:30]2B1OC(C)(C)C(C)(C)O1.C([O-])([O-])=O.[Cs+].[Cs+].O. The catalyst is C(Cl)Cl.Cl[Pd](Cl)([P](C1C=CC=CC=1)(C1C=CC=CC=1)C1C=CC=CC=1)[P](C1C=CC=CC=1)(C1C=CC=CC=1)C1C=CC=CC=1.O1CCOCC1. The product is [CH3:25][O:26][C:27]1[CH:28]=[C:29]2[C:33](=[CH:34][CH:35]=1)[N:32]([C:36]([O:38][C:39]([CH3:42])([CH3:41])[CH3:40])=[O:37])[CH:31]=[C:30]2[C:2]1[N:14]([S:15]([C:18]2[CH:19]=[CH:20][C:21]([CH3:22])=[CH:23][CH:24]=2)(=[O:17])=[O:16])[C:5]2=[N:6][CH:7]=[C:8]3[CH:12]=[N:11][N:10]([CH3:13])[C:9]3=[C:4]2[CH:3]=1. The yield is 1.00. (7) The reactants are [OH:1][CH2:2][C:3]1[CH:4]=[C:5]2[C:10](=[CH:11][CH:12]=1)[N:9]=[C:8]([CH2:13][CH:14]([CH3:16])[CH3:15])[C:7]([CH2:17][NH:18][C:19](=[O:25])[O:20][C:21]([CH3:24])([CH3:23])[CH3:22])=[C:6]2[C:26]1[CH:31]=[CH:30][C:29]([CH3:32])=[CH:28][CH:27]=1. The catalyst is [O-2].[O-2].[Mn+4].O1CCCC1. The product is [CH:2]([C:3]1[CH:4]=[C:5]2[C:10](=[CH:11][CH:12]=1)[N:9]=[C:8]([CH2:13][CH:14]([CH3:15])[CH3:16])[C:7]([CH2:17][NH:18][C:19](=[O:25])[O:20][C:21]([CH3:24])([CH3:23])[CH3:22])=[C:6]2[C:26]1[CH:31]=[CH:30][C:29]([CH3:32])=[CH:28][CH:27]=1)=[O:1]. The yield is 0.620.